Dataset: Forward reaction prediction with 1.9M reactions from USPTO patents (1976-2016). Task: Predict the product of the given reaction. (1) Given the reactants C(OC([N:8]1[CH2:13][CH2:12][CH2:11][CH:10]([C:14]2[C:22]3[C:17](=[CH:18][CH:19]=[CH:20][CH:21]=3)[NH:16][CH:15]=2)[CH2:9]1)=O)(C)(C)C.[C:23]1([S:29](Cl)(=[O:31])=[O:30])[CH:28]=[CH:27][CH:26]=[CH:25][CH:24]=1.CC(C)([O-])C.[K+].Cl, predict the reaction product. The product is: [C:23]1([S:29]([N:16]2[C:17]3[C:22](=[CH:21][CH:20]=[CH:19][CH:18]=3)[C:14]([CH:10]3[CH2:11][CH2:12][CH2:13][NH:8][CH2:9]3)=[CH:15]2)(=[O:31])=[O:30])[CH:28]=[CH:27][CH:26]=[CH:25][CH:24]=1. (2) Given the reactants Br[C:2]1[S:3][CH:4]=[CH:5][N:6]=1.C([Mg]Cl)(C)C.[CH:12]([C:14]1[CH:23]=[CH:22][C:17]([C:18]([O:20][CH3:21])=[O:19])=[CH:16][CH:15]=1)=[O:13], predict the reaction product. The product is: [OH:13][CH:12]([C:2]1[S:3][CH:4]=[CH:5][N:6]=1)[C:14]1[CH:15]=[CH:16][C:17]([C:18]([O:20][CH3:21])=[O:19])=[CH:22][CH:23]=1.